From a dataset of Full USPTO retrosynthesis dataset with 1.9M reactions from patents (1976-2016). Predict the reactants needed to synthesize the given product. (1) Given the product [C:33]([C:12]1[C:11](=[O:35])[N:10]([CH2:9][C:3]2[CH:4]=[CH:5][C:6]([CH3:8])=[CH:7][C:2]=2[CH3:1])[C:15]([C:16]2[CH:17]=[C:18]([C:22]3[CH:27]=[CH:26][CH:25]=[C:24]([O:28][CH2:37][C:38]([O:40][CH2:41][CH3:42])=[O:39])[CH:23]=3)[CH:19]=[CH:20][CH:21]=2)=[CH:14][C:13]=1[C:29]([F:32])([F:30])[F:31])#[N:34], predict the reactants needed to synthesize it. The reactants are: [CH3:1][C:2]1[CH:7]=[C:6]([CH3:8])[CH:5]=[CH:4][C:3]=1[CH2:9][N:10]1[C:15]([C:16]2[CH:17]=[C:18]([C:22]3[CH:27]=[CH:26][CH:25]=[C:24]([OH:28])[CH:23]=3)[CH:19]=[CH:20][CH:21]=2)=[CH:14][C:13]([C:29]([F:32])([F:31])[F:30])=[C:12]([C:33]#[N:34])[C:11]1=[O:35].Br[CH2:37][C:38]([O:40][CH2:41][CH3:42])=[O:39].C([O-])([O-])=O.[Cs+].[Cs+]. (2) Given the product [Br-:24].[CH3:34][C:31]1[CH:30]=[C:29]([NH:28][C:26]([CH2:25][N+:1]23[CH2:6][CH2:5][CH:4]([CH2:7][CH2:8]2)[C@@H:3]([O:9][C:10]([C:12]2([C:19]4[S:20][CH:21]=[CH:22][CH:23]=4)[CH2:18][CH2:17][CH2:16][CH2:15][CH2:14][CH2:13]2)=[O:11])[CH2:2]3)=[O:27])[O:33][N:32]=1, predict the reactants needed to synthesize it. The reactants are: [N:1]12[CH2:8][CH2:7][CH:4]([CH2:5][CH2:6]1)[C@@H:3]([O:9][C:10]([C:12]1([C:19]3[S:20][CH:21]=[CH:22][CH:23]=3)[CH2:18][CH2:17][CH2:16][CH2:15][CH2:14][CH2:13]1)=[O:11])[CH2:2]2.[Br:24][CH2:25][C:26]([NH:28][C:29]1[O:33][N:32]=[C:31]([CH3:34])[CH:30]=1)=[O:27].C(OCC)(=O)C.CCCC(C)C. (3) The reactants are: Cl.Cl.[N:3]12[CH2:11][CH2:10][CH:7]([CH2:8][CH2:9]1)[NH:6][CH2:5][CH2:4]2.C(N(C(C)C)CC)(C)C.Cl[C:22](Cl)([O:24][C:25](=[O:31])OC(Cl)(Cl)Cl)Cl.[Br:33][C:34]1[CH:39]=[CH:38]C(O)=[CH:36][CH:35]=1. Given the product [Br:33][C:34]1[CH:39]=[CH:38][C:22]([O:24][C:25]([N:6]2[CH:7]3[CH2:10][CH2:11][N:3]([CH2:9][CH2:8]3)[CH2:4][CH2:5]2)=[O:31])=[CH:36][CH:35]=1, predict the reactants needed to synthesize it.